This data is from Catalyst prediction with 721,799 reactions and 888 catalyst types from USPTO. The task is: Predict which catalyst facilitates the given reaction. (1) Reactant: Br[C:2]1[CH:3]=[C:4]([C:8]2[C:9]3[N:10]([C:24]([CH2:27][CH3:28])=[CH:25][CH:26]=3)[N:11]=[C:12]([CH3:23])[C:13]=2[CH2:14][CH2:15][CH2:16][CH2:17][C:18]([O:20][CH2:21][CH3:22])=[O:19])[CH:5]=[N:6][CH:7]=1.[Cu][C:30]#[N:31]. Product: [C:30]([C:2]1[CH:3]=[C:4]([C:8]2[C:9]3[N:10]([C:24]([CH2:27][CH3:28])=[CH:25][CH:26]=3)[N:11]=[C:12]([CH3:23])[C:13]=2[CH2:14][CH2:15][CH2:16][CH2:17][C:18]([O:20][CH2:21][CH3:22])=[O:19])[CH:5]=[N:6][CH:7]=1)#[N:31]. The catalyst class is: 60. (2) Reactant: Cl.[NH2:2][CH2:3][CH:4]([C:7]1[C:16]2[C:11](=[CH:12][CH:13]=[C:14]([O:17][CH3:18])[CH:15]=2)[CH:10]=[CH:9][CH:8]=1)[CH2:5][OH:6].C(N(CC)CC)C.[F:26][C:27]([F:38])([F:37])[C:28](O[C:28](=[O:29])[C:27]([F:38])([F:37])[F:26])=[O:29]. Product: [F:26][C:27]([F:38])([F:37])[C:28]([NH:2][CH2:3][CH:4]([C:7]1[C:16]2[C:11](=[CH:12][CH:13]=[C:14]([O:17][CH3:18])[CH:15]=2)[CH:10]=[CH:9][CH:8]=1)[CH2:5][OH:6])=[O:29]. The catalyst class is: 7.